Dataset: Full USPTO retrosynthesis dataset with 1.9M reactions from patents (1976-2016). Task: Predict the reactants needed to synthesize the given product. Given the product [CH2:1]([O:3][C:4]([C@@H:6]1[CH2:11][C@H:10]([C:12]2[CH:13]=[CH:14][C:15]([O:18][CH3:19])=[CH:16][CH:17]=2)[C@@H:9]([O:20][CH2:21][C:22]2[CH:23]=[CH:24][C:25]3[O:30][CH2:29][CH2:28][N:27]([CH2:31][CH2:32][CH2:33][O:34][CH3:35])[C:26]=3[CH:36]=2)[CH2:8][N:7]1[S:50]([C:47]1[CH:48]=[CH:49][C:44]([CH3:54])=[CH:45][CH:46]=1)(=[O:52])=[O:51])=[O:5])[CH3:2], predict the reactants needed to synthesize it. The reactants are: [CH2:1]([O:3][C:4]([C@@H:6]1[CH2:11][C@H:10]([C:12]2[CH:17]=[CH:16][C:15]([O:18][CH3:19])=[CH:14][CH:13]=2)[C@@H:9]([O:20][CH2:21][C:22]2[CH:23]=[CH:24][C:25]3[O:30][CH2:29][CH2:28][N:27]([CH2:31][CH2:32][CH2:33][O:34][CH3:35])[C:26]=3[CH:36]=2)[CH2:8][NH:7]1)=[O:5])[CH3:2].C(N(CC)CC)C.[C:44]1([CH3:54])[CH:49]=[CH:48][C:47]([S:50](Cl)(=[O:52])=[O:51])=[CH:46][CH:45]=1.